Predict the reactants needed to synthesize the given product. From a dataset of Full USPTO retrosynthesis dataset with 1.9M reactions from patents (1976-2016). The reactants are: [Br:1][C:2]1[CH:8]=[CH:7][C:5]([NH2:6])=[C:4]([F:9])[CH:3]=1.[N:10]([C:13]1[CH:18]=[CH:17][CH:16]=[C:15]([CH3:19])[CH:14]=1)=[C:11]=[O:12]. Given the product [Br:1][C:2]1[CH:8]=[CH:7][C:5]([NH:6][C:11]([NH:10][C:13]2[CH:18]=[CH:17][CH:16]=[C:15]([CH3:19])[CH:14]=2)=[O:12])=[C:4]([F:9])[CH:3]=1, predict the reactants needed to synthesize it.